From a dataset of NCI-60 drug combinations with 297,098 pairs across 59 cell lines. Regression. Given two drug SMILES strings and cell line genomic features, predict the synergy score measuring deviation from expected non-interaction effect. Synergy scores: CSS=22.2, Synergy_ZIP=-12.4, Synergy_Bliss=-5.77, Synergy_Loewe=-28.5, Synergy_HSA=-4.60. Drug 1: COC1=CC(=CC(=C1O)OC)C2C3C(COC3=O)C(C4=CC5=C(C=C24)OCO5)OC6C(C(C7C(O6)COC(O7)C8=CC=CS8)O)O. Cell line: A498. Drug 2: C1=CC=C(C(=C1)C(C2=CC=C(C=C2)Cl)C(Cl)Cl)Cl.